Dataset: Forward reaction prediction with 1.9M reactions from USPTO patents (1976-2016). Task: Predict the product of the given reaction. (1) Given the reactants [C:1](Cl)(=[O:4])[CH:2]=[CH2:3].[CH3:6][N:7]([CH3:37])[CH2:8][CH2:9][N:10]([CH3:36])[C:11]1[C:12]([NH2:35])=[CH:13][C:14]([NH:19][C:20]2[N:25]=[C:24]([C:26]3[C:34]4[C:29](=[CH:30][CH:31]=[CH:32][CH:33]=4)[NH:28][CH:27]=3)[CH:23]=[CH:22][N:21]=2)=[C:15]([O:17][CH3:18])[CH:16]=1, predict the reaction product. The product is: [CH3:37][N:7]([CH3:6])[CH2:8][CH2:9][N:10]([CH3:36])[C:11]1[CH:16]=[C:15]([O:17][CH3:18])[C:14]([NH:19][C:20]2[N:25]=[C:24]([C:26]3[C:34]4[C:29](=[CH:30][CH:31]=[CH:32][CH:33]=4)[NH:28][CH:27]=3)[CH:23]=[CH:22][N:21]=2)=[CH:13][C:12]=1[NH:35][C:1](=[O:4])[CH:2]=[CH2:3]. (2) Given the reactants [CH2:1]([N:8]1[CH2:13][CH:12]([C:14]2[CH:19]=[CH:18][C:17](Br)=[CH:16][CH:15]=2)[O:11][CH2:10][CH2:9]1)[C:2]1[CH:7]=[CH:6][CH:5]=[CH:4][CH:3]=1.[Li]CCCC.[CH:26](N1CCOCC1)=[O:27], predict the reaction product. The product is: [CH2:1]([N:8]1[CH2:9][CH2:10][O:11][CH:12]([C:14]2[CH:19]=[CH:18][C:17]([CH:26]=[O:27])=[CH:16][CH:15]=2)[CH2:13]1)[C:2]1[CH:7]=[CH:6][CH:5]=[CH:4][CH:3]=1. (3) Given the reactants [OH:1][C:2]1[CH:3]=[N:4][C:5]([NH:8][C:9](=[O:15])[CH2:10][CH2:11][CH2:12][CH2:13][CH3:14])=[N:6][CH:7]=1.C1(P(C2C=CC=CC=2)C2C=CC=CC=2)C=CC=CC=1.[CH3:35][S:36][CH2:37][CH2:38]O.CCOC(/N=N/C(OCC)=O)=O, predict the reaction product. The product is: [CH3:35][S:36][CH2:37][CH2:38][O:1][C:2]1[CH:3]=[N:4][C:5]([NH:8][C:9](=[O:15])[CH2:10][CH2:11][CH2:12][CH2:13][CH3:14])=[N:6][CH:7]=1. (4) Given the reactants N1C=CN=CC=1C1C=CN=[C:9]([NH:13][CH2:14][C:15]2[CH:23]=[CH:22][C:18](C(O)=O)=[CH:17][CH:16]=2)N=1.[NH:24]([C:28]1[CH:36]=[CH:35][C:31]([C:32]([OH:34])=[O:33])=[CH:30][CH:29]=1)[C:25]([NH2:27])=[NH:26].CN(/C=C/C(C1C=NC=CN=1)=O)C.CN(C)/C=C/C(C1C=NC=CC=1)=O, predict the reaction product. The product is: [N:13]1[CH:9]=[CH:17][CH:16]=[C:15]([C:23]2[CH:22]=[CH:18][N:27]=[C:25]([NH:24][C:28]3[CH:36]=[CH:35][C:31]([C:32]([OH:34])=[O:33])=[CH:30][CH:29]=3)[N:26]=2)[CH:14]=1. (5) Given the reactants [Br:1][C:2]1[CH:11]=[CH:10][C:5]2[N:6]=[C:7](Cl)[S:8][C:4]=2[CH:3]=1.[CH3:12][Mg]Br.Cl.C(OCC)(=O)C, predict the reaction product. The product is: [Br:1][C:2]1[CH:11]=[CH:10][C:5]2[N:6]=[C:7]([CH3:12])[S:8][C:4]=2[CH:3]=1. (6) Given the reactants [CH3:1][S:2]([O:5][C@H:6]1[C@@H:11]([CH3:12])[CH2:10][C:9]([C:13]2[CH:18]=[CH:17][N:16]=[CH:15][C:14]=2[N+:19]([O-])=O)=[CH:8][C@H:7]1[NH:22][C:23]([O:25][C:26]([CH3:29])([CH3:28])[CH3:27])=[O:24])(=[O:4])=[O:3], predict the reaction product. The product is: [CH3:1][S:2]([O:5][C@H:6]1[C@@H:11]([CH3:12])[CH2:10][C@@H:9]([C:13]2[CH:18]=[CH:17][N:16]=[CH:15][C:14]=2[NH2:19])[CH2:8][C@H:7]1[NH:22][C:23]([O:25][C:26]([CH3:27])([CH3:29])[CH3:28])=[O:24])(=[O:3])=[O:4].